This data is from Forward reaction prediction with 1.9M reactions from USPTO patents (1976-2016). The task is: Predict the product of the given reaction. (1) Given the reactants CS(O[C@H:6]([C:21]1[CH:26]=[CH:25][CH:24]=[CH:23][CH:22]=1)[C@H:7]1[O:12][CH2:11][CH2:10][N:9]([C@@H:13]([C:15]2[CH:20]=[CH:19][CH:18]=[CH:17][CH:16]=2)[CH3:14])[CH2:8]1)(=O)=O.C(=O)([O-])[O-].[K+].[K+].[F:33][C:34]([F:43])([F:42])[C:35]1[CH:40]=[CH:39][CH:38]=[CH:37][C:36]=1[SH:41], predict the reaction product. The product is: [C:15]1([C@H:13]([N:9]2[CH2:10][CH2:11][O:12][C@H:7]([C@H:6]([C:21]3[CH:26]=[CH:25][CH:24]=[CH:23][CH:22]=3)[S:41][C:36]3[CH:37]=[CH:38][CH:39]=[CH:40][C:35]=3[C:34]([F:33])([F:42])[F:43])[CH2:8]2)[CH3:14])[CH:16]=[CH:17][CH:18]=[CH:19][CH:20]=1. (2) Given the reactants [NH2:1][C:2]1[CH:32]=[CH:31][C:5]([CH2:6][NH:7][C:8]2[N:13]3[CH:14]=[CH:15][N:16]=[C:12]3[C:11]([C:17]([NH2:19])=[O:18])=[C:10]([NH:20][C:21]3[CH:26]=[C:25]([O:27][CH3:28])[CH:24]=[C:23]([O:29][CH3:30])[CH:22]=3)[N:9]=2)=[CH:4][CH:3]=1.[CH:33]1([CH:36]=O)[CH2:35][CH2:34]1.[C:38]([OH:41])(=O)[CH3:39].[NH:42]1CCCC[CH2:43]1, predict the reaction product. The product is: [C:43]([C:39](=[CH:36][CH:33]1[CH2:34][CH2:35]1)[C:38]([NH:1][C:2]1[CH:32]=[CH:31][C:5]([CH2:6][NH:7][C:8]2[N:13]3[CH:14]=[CH:15][N:16]=[C:12]3[C:11]([C:17]([NH2:19])=[O:18])=[C:10]([NH:20][C:21]3[CH:26]=[C:25]([O:27][CH3:28])[CH:24]=[C:23]([O:29][CH3:30])[CH:22]=3)[N:9]=2)=[CH:4][CH:3]=1)=[O:41])#[N:42]. (3) The product is: [CH3:15][N:16]([CH3:24])[C:17]1[CH:18]=[C:19]([CH:20]=[CH:21][CH:22]=1)[NH:23][C:2]1[CH:7]=[C:6]([CH3:8])[N:5]=[C:4]([C:9]2[CH:14]=[CH:13][CH:12]=[CH:11][N:10]=2)[N:3]=1. Given the reactants Cl[C:2]1[CH:7]=[C:6]([CH3:8])[N:5]=[C:4]([C:9]2[CH:14]=[CH:13][CH:12]=[CH:11][N:10]=2)[N:3]=1.[CH3:15][N:16]([CH3:24])[C:17]1[CH:22]=[CH:21][CH:20]=[C:19]([NH2:23])[CH:18]=1, predict the reaction product. (4) Given the reactants FC(F)(F)C(O)=O.[CH3:8][O:9][C:10]1[CH:30]=[CH:29][C:13]([CH2:14][N:15]2[C:19]3[N:20]=[CH:21][C:22]4[CH2:23][CH:24]([NH2:28])[CH2:25][CH2:26][C:27]=4[C:18]=3[CH:17]=[N:16]2)=[CH:12][CH:11]=1.[C:31](Cl)(=[O:38])[C:32]1[CH:37]=[CH:36][CH:35]=[CH:34][CH:33]=1, predict the reaction product. The product is: [CH3:8][O:9][C:10]1[CH:11]=[CH:12][C:13]([CH2:14][N:15]2[C:19]3[N:20]=[CH:21][C:22]4[CH2:23][CH:24]([NH:28][C:31](=[O:38])[C:32]5[CH:37]=[CH:36][CH:35]=[CH:34][CH:33]=5)[CH2:25][CH2:26][C:27]=4[C:18]=3[CH:17]=[N:16]2)=[CH:29][CH:30]=1.